From a dataset of Forward reaction prediction with 1.9M reactions from USPTO patents (1976-2016). Predict the product of the given reaction. (1) Given the reactants Br[C:2]1[C:14]2[C:13]3[C:8](=[CH:9][C:10]([C:15]([OH:18])([CH3:17])[CH3:16])=[CH:11][CH:12]=3)[NH:7][C:6]=2[C:5]([C:19]([NH2:21])=[O:20])=[CH:4][C:3]=1[Cl:22].[CH3:23][C:24]1[C:29](B2OC(C)(C)C(C)(C)O2)=[CH:28][CH:27]=[CH:26][C:25]=1[N:39]1[C:44](=[O:45])[CH:43]=[C:42]2[S:46][CH:47]=[CH:48][N:41]2[C:40]1=[O:49].C([O-])([O-])=O.[Cs+].[Cs+], predict the reaction product. The product is: [Cl:22][C:3]1[CH:4]=[C:5]([C:19]([NH2:21])=[O:20])[C:6]2[NH:7][C:8]3[C:13]([C:14]=2[C:2]=1[C:29]1[CH:28]=[CH:27][CH:26]=[C:25]([N:39]2[C:44](=[O:45])[CH:43]=[C:42]4[S:46][CH:47]=[CH:48][N:41]4[C:40]2=[O:49])[C:24]=1[CH3:23])=[CH:12][CH:11]=[C:10]([C:15]([OH:18])([CH3:17])[CH3:16])[CH:9]=3. (2) Given the reactants O=[C:2]1[CH2:7][CH2:6][N:5]([C:8]([O:10][C:11]([CH3:14])([CH3:13])[CH3:12])=[O:9])[CH2:4][CH2:3]1.[CH2:15]([NH2:22])[C:16]1[CH:21]=[CH:20][CH:19]=[CH:18][CH:17]=1.[I:23][C:24]1[CH:32]=[CH:31][CH:30]=[CH:29][C:25]=1[C:26](Cl)=[O:27].O, predict the reaction product. The product is: [CH2:15]([N:22]([C:26](=[O:27])[C:25]1[CH:29]=[CH:30][CH:31]=[CH:32][C:24]=1[I:23])[C:2]1[CH2:7][CH2:6][N:5]([C:8]([O:10][C:11]([CH3:14])([CH3:13])[CH3:12])=[O:9])[CH2:4][CH:3]=1)[C:16]1[CH:21]=[CH:20][CH:19]=[CH:18][CH:17]=1. (3) Given the reactants [Br:1][C:2]1[CH:10]=[C:9]([OH:11])[CH:8]=[C:7]2[C:3]=1[CH2:4][NH:5][C:6]2=[O:12].C([O-])([O-])=O.[Cs+].[Cs+].Br[CH2:20][C:21]([O:23][C:24]([CH3:27])([CH3:26])[CH3:25])=[O:22], predict the reaction product. The product is: [C:24]([O:23][C:21](=[O:22])[CH2:20][O:11][C:9]1[CH:8]=[C:7]2[C:3](=[C:2]([Br:1])[CH:10]=1)[CH2:4][NH:5][C:6]2=[O:12])([CH3:27])([CH3:26])[CH3:25]. (4) Given the reactants [CH3:1][O:2][CH2:3][N:4]1[C:12]2[C:7](=[CH:8][C:9]([C:13]3[O:17][C:16]([SH:18])=[N:15][N:14]=3)=[CH:10][CH:11]=2)[CH:6]=[N:5]1.[F:19][C:20]([F:30])([F:29])[C:21]1[CH:22]=[C:23]([CH:26]=[CH:27][CH:28]=1)[CH2:24]Cl.C(=O)([O-])[O-].[K+].[K+].O, predict the reaction product. The product is: [CH3:1][O:2][CH2:3][N:4]1[C:12]2[C:7](=[CH:8][C:9]([C:13]3[O:17][C:16]([S:18][CH2:24][C:23]4[CH:26]=[CH:27][CH:28]=[C:21]([C:20]([F:19])([F:29])[F:30])[CH:22]=4)=[N:15][N:14]=3)=[CH:10][CH:11]=2)[CH:6]=[N:5]1. (5) Given the reactants [CH3:1][N:2]1[CH:6]=[C:5]([C:7]2[N:12]=[C:11]3[N:13]([CH2:16][C@@H:17]4[CH2:22][N:21]([C:23]5[N:28]=[CH:27][C:26]([CH:29]=O)=[CH:25][N:24]=5)[CH2:20][CH2:19][O:18]4)[N:14]=[N:15][C:10]3=[N:9][CH:8]=2)[CH:4]=[N:3]1.[CH3:31][N:32]1[CH2:37][CH2:36][NH:35][CH2:34][CH2:33]1.[BH-](OC(C)=O)(OC(C)=O)OC(C)=O.[Na+].C([O-])([O-])=O.[K+].[K+], predict the reaction product. The product is: [CH3:1][N:2]1[CH:6]=[C:5]([C:7]2[N:12]=[C:11]3[N:13]([CH2:16][C@H:17]4[O:18][CH2:19][CH2:20][N:21]([C:23]5[N:24]=[CH:25][C:26]([CH2:29][N:35]6[CH2:36][CH2:37][N:32]([CH3:31])[CH2:33][CH2:34]6)=[CH:27][N:28]=5)[CH2:22]4)[N:14]=[N:15][C:10]3=[N:9][CH:8]=2)[CH:4]=[N:3]1. (6) Given the reactants [CH3:1][O:2][C:3]1[CH:4]=[C:5]([C:12]2[O:13][C:14]([CH3:21])=[C:15]([C:17]([O:19][CH3:20])=[O:18])[N:16]=2)[CH:6]=[CH:7][C:8]=1[N+:9]([O-])=O, predict the reaction product. The product is: [NH2:9][C:8]1[CH:7]=[CH:6][C:5]([C:12]2[O:13][C:14]([CH3:21])=[C:15]([C:17]([O:19][CH3:20])=[O:18])[N:16]=2)=[CH:4][C:3]=1[O:2][CH3:1]. (7) Given the reactants [NH2:1][C:2]([C@@H:4]([NH:9][C:10]([N:12]1[C:16]2[CH:17]=[CH:18][CH:19]=[CH:20][C:15]=2[N:14]([CH2:21][CH2:22][S:23][CH3:24])[C:13]1=[O:25])=[O:11])[C:5]([CH3:8])([CH3:7])[CH3:6])=[O:3].ClC1C=CC=C(C(OO)=[O:34])C=1.C([O-])(O)=O.[Na+], predict the reaction product. The product is: [NH2:1][C:2]([C@@H:4]([NH:9][C:10]([N:12]1[C:16]2[CH:17]=[CH:18][CH:19]=[CH:20][C:15]=2[N:14]([CH2:21][CH2:22][S:23]([CH3:24])=[O:34])[C:13]1=[O:25])=[O:11])[C:5]([CH3:8])([CH3:7])[CH3:6])=[O:3].